This data is from Full USPTO retrosynthesis dataset with 1.9M reactions from patents (1976-2016). The task is: Predict the reactants needed to synthesize the given product. (1) Given the product [CH3:28][C@H:11]1[C@H:10]([CH3:29])[C@@H:9]([NH:8][C:2]2[CH:3]=[N:4][CH:5]=[CH:6][CH:7]=2)[C:18]2[C:13](=[CH:14][CH:15]=[C:16]([N:19]3[CH2:20][CH2:21][O:22][CH2:23][CH2:24]3)[CH:17]=2)[N:12]1[C:25](=[O:27])[CH3:26], predict the reactants needed to synthesize it. The reactants are: Br[C:2]1[CH:3]=[N:4][CH:5]=[CH:6][CH:7]=1.[NH2:8][C@H:9]1[C:18]2[C:13](=[CH:14][CH:15]=[C:16]([N:19]3[CH2:24][CH2:23][O:22][CH2:21][CH2:20]3)[CH:17]=2)[N:12]([C:25](=[O:27])[CH3:26])[C@@H:11]([CH3:28])[C@@H:10]1[CH3:29].CN(C1C(C2C(P(C3CCCCC3)C3CCCCC3)=CC=CC=2)=CC=CC=1)C.CC(C)([O-])C.[Na+]. (2) Given the product [CH2:13]([O:11][C:8]1[CH:9]=[CH:10][C:5]([S:2]([CH3:1])(=[O:3])=[O:4])=[CH:6][CH:7]=1)[C:14]#[C:15][CH3:16], predict the reactants needed to synthesize it. The reactants are: [CH3:1][S:2]([C:5]1[CH:10]=[CH:9][C:8]([OH:11])=[CH:7][CH:6]=1)(=[O:4])=[O:3].Br[CH2:13][C:14]#[C:15][CH3:16].C(=O)([O-])[O-].[K+].[K+]. (3) The reactants are: [CH3:1][C@H:2]([NH:12][CH3:13])[C@H:3]([O:10][CH3:11])[C:4]1[CH:9]=[CH:8][CH:7]=[CH:6][CH:5]=1.[I-].[C-:15]1(C[N+](C)(C)C)[CH:19]=[CH:18][CH:17]=[CH:16]1.[CH-:25]1[CH:29]=[CH:28][CH:27]=[CH:26]1.[Fe+2:30]. Given the product [C-:15]1([CH2:13][N:12]([C@@H:2]([CH3:1])[C@H:3]([O:10][CH3:11])[C:4]2[CH:5]=[CH:6][CH:7]=[CH:8][CH:9]=2)[CH3:25])[CH:19]=[CH:18][CH:17]=[CH:16]1.[CH-:25]1[CH:29]=[CH:28][CH:27]=[CH:26]1.[Fe+2:30], predict the reactants needed to synthesize it. (4) Given the product [F:26][C:5]1[C:6]([NH:8][C:9]2[C:10]3[CH2:16][N:15]([C:17]([O:19][C:20]([CH3:23])([CH3:22])[CH3:21])=[O:18])[C:14]([CH3:25])([CH3:24])[C:11]=3[NH:12][N:13]=2)=[N:7][C:2]([CH:27]=[CH2:28])=[N:3][CH:4]=1, predict the reactants needed to synthesize it. The reactants are: Cl[C:2]1[N:7]=[C:6]([NH:8][C:9]2[C:10]3[CH2:16][N:15]([C:17]([O:19][C:20]([CH3:23])([CH3:22])[CH3:21])=[O:18])[C:14]([CH3:25])([CH3:24])[C:11]=3[NH:12][N:13]=2)[C:5]([F:26])=[CH:4][N:3]=1.[CH3:27][C:28]1(C)C(C)(C)OB(C=C)O1.C([O-])([O-])=O.[Na+].[Na+].COCCOC. (5) The reactants are: [O:1]=[C:2]1[CH2:7][S:6][C:5]2[CH:8]=[CH:9][C:10]([C:12]([OH:14])=O)=[N:11][C:4]=2[NH:3]1.[CH:15]([N:18](C(C)C)[CH2:19]C)(C)C.CN(C(ON1N=NC2C=CC=CC1=2)=[N+](C)C)C.[B-](F)(F)(F)F.CNC. Given the product [CH3:15][N:18]([CH3:19])[C:12]([C:10]1[CH:9]=[CH:8][C:5]2[S:6][CH2:7][C:2](=[O:1])[NH:3][C:4]=2[N:11]=1)=[O:14], predict the reactants needed to synthesize it. (6) Given the product [Cl:33][C:27]1[C:28]([Cl:32])=[CH:29][CH:30]=[CH:31][C:26]=1[N:23]1[CH2:22][CH2:21][N:20]([CH2:19][CH2:18][CH2:17][CH2:16][O:15][C:12]2[CH:13]=[CH:14][C:9]3[CH2:8][NH:7][C:6](=[O:35])[NH:34][C:10]=3[N:11]=2)[CH2:25][CH2:24]1, predict the reactants needed to synthesize it. The reactants are: C(O[C:6](=[O:35])[NH:7][CH2:8][C:9]1[C:10]([NH2:34])=[N:11][C:12]([O:15][CH2:16][CH2:17][CH2:18][CH2:19][N:20]2[CH2:25][CH2:24][N:23]([C:26]3[CH:31]=[CH:30][CH:29]=[C:28]([Cl:32])[C:27]=3[Cl:33])[CH2:22][CH2:21]2)=[CH:13][CH:14]=1)(C)(C)C.Cl.C([O-])([O-])=O.[Na+].[Na+]. (7) Given the product [NH2:21][C:18]1[N:19]=[CH:20][C:15]([N:14]([CH2:26][C:27]([OH:29])=[O:28])[S:11]([C:8]2[CH:9]=[CH:10][C:5]([C:1]([CH3:3])([CH3:4])[CH3:2])=[CH:6][CH:7]=2)(=[O:13])=[O:12])=[CH:16][CH:17]=1, predict the reactants needed to synthesize it. The reactants are: [C:1]([C:5]1[CH:10]=[CH:9][C:8]([S:11]([NH:14][C:15]2[CH:16]=[CH:17][C:18]([NH:21]C(=O)C)=[N:19][CH:20]=2)(=[O:13])=[O:12])=[CH:7][CH:6]=1)([CH3:4])([CH3:3])[CH3:2].Br[CH2:26][C:27]([O:29]C)=[O:28]. (8) Given the product [CH3:12][O:9][C@@H:4]1[C:3]([O:10][CH3:11])([O:2][CH3:1])[CH2:8][CH2:7][O:6][CH2:5]1, predict the reactants needed to synthesize it. The reactants are: [CH3:1][O:2][C:3]1([O:10][CH3:11])[CH2:8][CH2:7][O:6][CH2:5][C@@H:4]1[OH:9].[CH3:12]C([O-])(C)C.[K+].S(OC)(OC)(=O)=O.O. (9) Given the product [CH2:12]([C:19]1[NH:24][C:23](=[O:25])[C:22]([C:26]2[CH:31]=[CH:30][C:29]([O:32][C:2]3[CH:7]=[CH:6][N:5]=[C:4]4[CH:8]=[C:9]([I:11])[S:10][C:3]=34)=[C:28]([F:33])[CH:27]=2)=[CH:21][N:20]=1)[C:13]1[CH:18]=[CH:17][CH:16]=[CH:15][CH:14]=1, predict the reactants needed to synthesize it. The reactants are: Cl[C:2]1[CH:7]=[CH:6][N:5]=[C:4]2[CH:8]=[C:9]([I:11])[S:10][C:3]=12.[CH2:12]([C:19]1[NH:24][C:23](=[O:25])[C:22]([C:26]2[CH:31]=[CH:30][C:29]([OH:32])=[C:28]([F:33])[CH:27]=2)=[CH:21][N:20]=1)[C:13]1[CH:18]=[CH:17][CH:16]=[CH:15][CH:14]=1.C([O-])([O-])=O.[Cs+].[Cs+].